Dataset: Reaction yield outcomes from USPTO patents with 853,638 reactions. Task: Predict the reaction yield, written as a fraction of the theoretical maximum amount of product (1.0 means a 100% yield; for example, 0.34 means a 34% yield). The reactants are [OH:1][C:2]1[CH:3]=[C:4]([C:14]2[N:15](C(OC(C)(C)C)=O)[C:16]([C:19]3[S:20][CH:21]=[CH:22][N:23]=3)=[CH:17][CH:18]=2)[CH:5]=[C:6]([O:8][C@@H:9]([CH3:13])[CH2:10][O:11][CH3:12])[CH:7]=1.[F:31][C:32]1[CH:33]=[C:34]([S:39]([N:42]2[CH2:45][CH2:44][CH2:43]2)(=[O:41])=[O:40])[CH:35]=[CH:36][C:37]=1F.[H-].[Na+].[Cl-].[NH4+]. The catalyst is CN1CCCC1=O. The product is [N:42]1([S:39]([C:34]2[CH:35]=[CH:36][C:37]([O:1][C:2]3[CH:3]=[C:4]([C:14]4[NH:15][C:16]([C:19]5[S:20][CH:21]=[CH:22][N:23]=5)=[CH:17][CH:18]=4)[CH:5]=[C:6]([O:8][C@@H:9]([CH3:13])[CH2:10][O:11][CH3:12])[CH:7]=3)=[C:32]([F:31])[CH:33]=2)(=[O:41])=[O:40])[CH2:45][CH2:44][CH2:43]1. The yield is 0.430.